Dataset: Forward reaction prediction with 1.9M reactions from USPTO patents (1976-2016). Task: Predict the product of the given reaction. (1) Given the reactants [C:1]1([CH:7]([C:36]2[CH:41]=[CH:40][CH:39]=[CH:38][CH:37]=2)[N:8]2[CH:13]=[CH:12][CH:11]=[C:10]([C:14]([NH:16][C@@H:17]([CH2:25][C:26]3[C:34]4[C:29](=[CH:30][CH:31]=[CH:32][CH:33]=4)[NH:28][CH:27]=3)[C:18]([O:20]C(C)(C)C)=[O:19])=[O:15])[C:9]2=[O:35])[CH:6]=[CH:5][CH:4]=[CH:3][CH:2]=1, predict the reaction product. The product is: [C:36]1([CH:7]([C:1]2[CH:2]=[CH:3][CH:4]=[CH:5][CH:6]=2)[N:8]2[CH:13]=[CH:12][CH:11]=[C:10]([C:14]([NH:16][C@@H:17]([CH2:25][C:26]3[C:34]4[C:29](=[CH:30][CH:31]=[CH:32][CH:33]=4)[NH:28][CH:27]=3)[C:18]([OH:20])=[O:19])=[O:15])[C:9]2=[O:35])[CH:41]=[CH:40][CH:39]=[CH:38][CH:37]=1. (2) Given the reactants [C:1]1([S:7]([N:10]2[C:22]3[CH:21]=[CH:20][CH:19]=[C:18]([O:23][CH2:24][CH:25]4[CH2:27][O:26]4)[C:17]=3[C:16]3[C:11]2=[CH:12][CH:13]=[CH:14][CH:15]=3)(=[O:9])=[O:8])[CH:6]=[CH:5][CH:4]=[CH:3][CH:2]=1.[CH3:28][O:29][C:30]1[CH:39]=[CH:38][CH:37]=[CH:36][C:31]=1[O:32][CH2:33][CH2:34][NH2:35], predict the reaction product. The product is: [C:1]1([S:7]([N:10]2[C:22]3[CH:21]=[CH:20][CH:19]=[C:18]([O:23][CH2:24][CH:25]([OH:26])[CH2:27][N:35]([CH2:17][C:16]4[CH:11]=[CH:12][CH:13]=[CH:14][CH:15]=4)[CH2:34][CH2:33][O:32][C:31]4[CH:36]=[CH:37][CH:38]=[CH:39][C:30]=4[O:29][CH3:28])[C:17]=3[C:16]3[C:11]2=[CH:12][CH:13]=[CH:14][CH:15]=3)(=[O:8])=[O:9])[CH:6]=[CH:5][CH:4]=[CH:3][CH:2]=1. (3) The product is: [NH2:1][C:2]1[N:10]=[C:9]([O:11][CH2:12][CH2:13][O:14][CH3:15])[N:8]=[C:7]2[C:3]=1[N:4]=[C:5]([OH:26])[N:6]2[CH2:16][C:17]1[CH:18]=[CH:19][C:20]([C:21]([O:38][N:39]2[C:43](=[O:44])[CH2:42][CH2:41][C:40]2=[O:45])=[O:22])=[CH:24][CH:25]=1. Given the reactants [NH2:1][C:2]1[N:10]=[C:9]([O:11][CH2:12][CH2:13][O:14][CH3:15])[N:8]=[C:7]2[C:3]=1[N:4]=[C:5]([O:26]C)[N:6]2[CH2:16][C:17]1[CH:25]=[CH:24][C:20]([C:21]([O-])=[O:22])=[CH:19][CH:18]=1.O1CCOCC1.C(Cl)CCl.[OH:38][N:39]1[C:43](=[O:44])[CH2:42][CH2:41][C:40]1=[O:45], predict the reaction product. (4) The product is: [NH2:28][CH:1]([C:4]1[N:5]([C:15]2[CH:20]=[CH:19][CH:18]=[C:17]([F:21])[CH:16]=2)[C:6]2[C:11]([C:12]=1[C:13]#[N:14])=[CH:10][CH:9]=[CH:8][CH:7]=2)[CH3:2]. Given the reactants [C:1]([C:4]1[N:5]([C:15]2[CH:20]=[CH:19][CH:18]=[C:17]([F:21])[CH:16]=2)[C:6]2[C:11]([C:12]=1[C:13]#[N:14])=[CH:10][CH:9]=[CH:8][CH:7]=2)(=O)[CH3:2].C([O-])(=O)C.[NH4+].C([BH3-])#[N:28].[Na+], predict the reaction product. (5) Given the reactants [C:1]([C:3]1[CH:8]=[CH:7][C:6]([C:9](Cl)=[N:10][OH:11])=[CH:5][C:4]=1[F:13])#[N:2].[CH3:14][O:15][C:16](=[O:21])[C:17]([O:19][CH3:20])=[CH2:18], predict the reaction product. The product is: [CH3:14][O:15][C:16]([C:17]1([O:19][CH3:20])[O:11][N:10]=[C:9]([C:6]2[CH:7]=[CH:8][C:3]([C:1]#[N:2])=[C:4]([F:13])[CH:5]=2)[CH2:18]1)=[O:21].